Dataset: Catalyst prediction with 721,799 reactions and 888 catalyst types from USPTO. Task: Predict which catalyst facilitates the given reaction. (1) Reactant: C(N(CC)C(C)C)(C)C.Cl[C:11]1[N:28]=[CH:27][C:26]([C:29]([F:32])([F:31])[F:30])=[CH:25][C:12]=1[C:13]([NH:15][CH2:16][C:17]1[CH:22]=[CH:21][C:20]([F:23])=[C:19]([F:24])[CH:18]=1)=[O:14].[CH3:33][C:34]1([CH3:49])[C:38]([CH3:40])([CH3:39])[O:37][B:36]([C:41]2[CH:48]=[CH:47][C:44]([CH2:45][NH2:46])=[CH:43][CH:42]=2)[O:35]1.Cl.CS(C)=O. Product: [F:24][C:19]1[CH:18]=[C:17]([CH:22]=[CH:21][C:20]=1[F:23])[CH2:16][NH:15][C:13](=[O:14])[C:12]1[CH:25]=[C:26]([C:29]([F:32])([F:31])[F:30])[CH:27]=[N:28][C:11]=1[NH:46][CH2:45][C:44]1[CH:43]=[CH:42][C:41]([B:36]2[O:37][C:38]([CH3:40])([CH3:39])[C:34]([CH3:49])([CH3:33])[O:35]2)=[CH:48][CH:47]=1. The catalyst class is: 413. (2) Reactant: [Mg].C(Br)C.II.[CH:7]([N:10]([CH2:14][CH2:15][C@@H:16]([C:23]1[CH:28]=[C:27](Br)[CH:26]=[CH:25][C:24]=1[O:30][CH2:31][C:32]1[CH:37]=[CH:36][CH:35]=[CH:34][CH:33]=1)[C:17]1[CH:22]=[CH:21][CH:20]=[CH:19][CH:18]=1)[CH:11]([CH3:13])[CH3:12])([CH3:9])[CH3:8].[C:38](=[O:40])=[O:39].[Cl-:41].[NH4+]. Product: [ClH:41].[CH2:31]([O:30][C:24]1[CH:25]=[CH:26][C:27]([C:38]([OH:40])=[O:39])=[CH:28][C:23]=1[C@@H:16]([C:17]1[CH:22]=[CH:21][CH:20]=[CH:19][CH:18]=1)[CH2:15][CH2:14][N:10]([CH:11]([CH3:13])[CH3:12])[CH:7]([CH3:9])[CH3:8])[C:32]1[CH:37]=[CH:36][CH:35]=[CH:34][CH:33]=1. The catalyst class is: 7. (3) Reactant: N#N.[CH3:3][C:4]([CH3:15])([CH3:14])[C:5]([NH:7][C:8]1[CH:9]=[N:10][CH:11]=[CH:12][CH:13]=1)=[O:6].NCCCCN.C([Li])CCC.[I:27]I.[NH4+].[Cl-]. Product: [I:27][C:13]1[CH:12]=[CH:11][N:10]=[CH:9][C:8]=1[NH:7][C:5](=[O:6])[C:4]([CH3:15])([CH3:14])[CH3:3]. The catalyst class is: 698. (4) Reactant: [CH3:1][C:2](C)([O-:4])[CH3:3].[Na+].CC(O)C.F[C:12]1[N:20]=[C:19]2[C:15]([N:16]=[CH:17][N:18]2[CH:21]2[CH2:26][CH2:25][CH2:24][CH2:23][O:22]2)=[C:14]([NH2:27])[N:13]=1. Product: [CH3:1][CH:2]([O:4][C:12]1[N:20]=[C:19]2[C:15]([N:16]=[CH:17][N:18]2[CH:21]2[CH2:26][CH2:25][CH2:24][CH2:23][O:22]2)=[C:14]([NH2:27])[N:13]=1)[CH3:3]. The catalyst class is: 13.